Predict the reaction yield, written as a fraction of the theoretical maximum amount of product (1.0 means a 100% yield; for example, 0.34 means a 34% yield). From a dataset of Reaction yield outcomes from USPTO patents with 853,638 reactions. (1) The reactants are [CH2:1]([CH:3]([CH2:19][CH3:20])[CH:4]([N:14]1[CH:18]=[N:17][CH:16]=[N:15]1)[C:5]1[CH:10]=[CH:9][C:8]([N:11]=[C:12]=[S:13])=[CH:7][CH:6]=1)[CH3:2].[NH2:21][C:22]1[CH:27]=[CH:26][CH:25]=[CH:24][C:23]=1S.O. The catalyst is C1COCC1. The product is [CH2:19]([CH:3]([CH2:1][CH3:2])[CH:4]([C:5]1[CH:6]=[CH:7][C:8]([NH:11][C:12]2[S:13][C:23]3[CH:24]=[CH:25][CH:26]=[CH:27][C:22]=3[N:21]=2)=[CH:9][CH:10]=1)[N:14]1[CH:18]=[N:17][CH:16]=[N:15]1)[CH3:20]. The yield is 0.496. (2) The reactants are [OH:1][C:2]1[CH:7]=[CH:6][C:5]([N+:8]([O-:10])=[O:9])=[CH:4][N:3]=1.S([O-])([O-])(=O)=O.[Na+].[Na+].[F:18][C:19]([F:27])(S(F)(=O)=O)C(O)=O. The catalyst is C(#N)C. The product is [F:18][CH:19]([F:27])[O:1][C:2]1[CH:7]=[CH:6][C:5]([N+:8]([O-:10])=[O:9])=[CH:4][N:3]=1. The yield is 0.490. (3) The reactants are Cl[C:2]1[N:7]=[C:6]([NH:8][C:9]2[CH:23]=[CH:22][C:12]([O:13][CH2:14][CH2:15][CH2:16][C:17]([O:19][CH2:20][CH3:21])=[O:18])=[CH:11][CH:10]=2)[C:5]([N+:24]([O-:26])=[O:25])=[CH:4][N:3]=1.[C:27]([O:31][C:32](=[O:45])[NH:33][CH2:34][CH2:35][CH2:36][O:37][C:38]1[CH:43]=[CH:42][C:41]([NH2:44])=[CH:40][CH:39]=1)([CH3:30])([CH3:29])[CH3:28].CCN(C(C)C)C(C)C. The catalyst is C1COCC1. The product is [CH2:20]([O:19][C:17](=[O:18])[CH2:16][CH2:15][CH2:14][O:13][C:12]1[CH:22]=[CH:23][C:9]([NH:8][C:6]2[C:5]([N+:24]([O-:26])=[O:25])=[CH:4][N:3]=[C:2]([NH:44][C:41]3[CH:40]=[CH:39][C:38]([O:37][CH2:36][CH2:35][CH2:34][NH:33][C:32]([O:31][C:27]([CH3:30])([CH3:29])[CH3:28])=[O:45])=[CH:43][CH:42]=3)[N:7]=2)=[CH:10][CH:11]=1)[CH3:21]. The yield is 0.520. (4) The reactants are Br[C:2]1[C:12]([CH3:13])=[CH:11][C:5]2[O:6][CH2:7][C:8]([CH3:10])([CH3:9])[C:4]=2[CH:3]=1.FC1(F)OC2C=C(C)C(C3N=C[C:27]([NH:30][C:31](=O)[C:32]4[CH:37]=[CH:36]C=CC=4F)=[N:28]C=3)=CC=2O1.[O-]P([O-])([O-])=O.[K+].[K+].[K+]. The catalyst is C(#N)C.O1CCOCC1.O. The product is [CH3:9][C:8]1([CH3:10])[CH2:7][O:6][C:5]2[CH:11]=[C:12]([CH3:13])[C:2]([C:32]3[CH:37]=[CH:36][C:27]([NH2:28])=[N:30][CH:31]=3)=[CH:3][C:4]1=2. The yield is 0.908. (5) The reactants are C1(P(C2C=CC=CC=2)C2C=CC=CC=2)C=CC=CC=1.BrN1C(=O)CCC1=O.[CH:28]1([CH2:33][CH:34]([C:38]2[CH:43]=[CH:42][C:41]([F:44])=[C:40]([C:45]([F:48])([F:47])[F:46])[CH:39]=2)[C:35]([OH:37])=O)[CH2:32][CH2:31][CH2:30][CH2:29]1.[NH2:49][C:50]1[CH:55]=[CH:54][C:53]([N+:56]([O-:58])=[O:57])=[CH:52][N:51]=1.N1C=CC=CC=1. The catalyst is C(Cl)Cl. The product is [CH:28]1([CH2:33][CH:34]([C:38]2[CH:43]=[CH:42][C:41]([F:44])=[C:40]([C:45]([F:48])([F:47])[F:46])[CH:39]=2)[C:35]([NH:49][C:50]2[CH:55]=[CH:54][C:53]([N+:56]([O-:58])=[O:57])=[CH:52][N:51]=2)=[O:37])[CH2:29][CH2:30][CH2:31][CH2:32]1. The yield is 0.600.